This data is from Reaction yield outcomes from USPTO patents with 853,638 reactions. The task is: Predict the reaction yield, written as a fraction of the theoretical maximum amount of product (1.0 means a 100% yield; for example, 0.34 means a 34% yield). (1) The reactants are [CH2:1]([C:5]1[N:6]=[C:7]([CH2:27][CH3:28])[NH:8][C:9](=[O:26])[C:10]=1[CH2:11][C:12]1[CH:17]=[CH:16][C:15]([C:18]2[C:19]([C:24]#[N:25])=[CH:20][CH:21]=[CH:22][CH:23]=2)=[CH:14][CH:13]=1)[CH2:2][CH2:3][CH3:4].[C:29]1(B(O)O)[CH:34]=[CH:33][CH:32]=[CH:31][CH:30]=1.N1C=CC=CC=1.C(N(CC)CC)C. The catalyst is C(OCC)(=O)C.C([O-])(=O)C.[Cu+2].C([O-])(=O)C.ClCCl. The product is [CH2:1]([C:5]1[N:6]=[C:7]([CH2:27][CH3:28])[N:8]([C:29]2[CH:34]=[CH:33][CH:32]=[CH:31][CH:30]=2)[C:9](=[O:26])[C:10]=1[CH2:11][C:12]1[CH:17]=[CH:16][C:15]([C:18]2[C:19]([C:24]#[N:25])=[CH:20][CH:21]=[CH:22][CH:23]=2)=[CH:14][CH:13]=1)[CH2:2][CH2:3][CH3:4]. The yield is 0.550. (2) The reactants are [CH:1]1([N:4]2[CH2:9][CH2:8][CH:7]([OH:10])[CH2:6][CH2:5]2)[CH2:3][CH2:2]1.[N+:11]([C:14]1[CH:15]=[CH:16][C:17](Cl)=[N:18][CH:19]=1)([O-:13])=[O:12].[H-].[Na+]. The catalyst is CN(C=O)C. The product is [CH:1]1([N:4]2[CH2:9][CH2:8][CH:7]([O:10][C:17]3[CH:16]=[CH:15][C:14]([N+:11]([O-:13])=[O:12])=[CH:19][N:18]=3)[CH2:6][CH2:5]2)[CH2:3][CH2:2]1. The yield is 0.190.